Task: Predict the reaction yield, written as a fraction of the theoretical maximum amount of product (1.0 means a 100% yield; for example, 0.34 means a 34% yield).. Dataset: Reaction yield outcomes from USPTO patents with 853,638 reactions The reactants are [CH2:1]([NH:3][C:4]1[CH:9]=[C:8]([N:10]2[CH2:15][CH2:14][NH:13][CH2:12][CH2:11]2)[CH:7]=[CH:6][C:5]=1[N+:16]([O-:18])=[O:17])[CH3:2].[OH-].[Na+].[C:21]([O:25][C:26](O[C:26]([O:25][C:21]([CH3:24])([CH3:23])[CH3:22])=[O:27])=[O:27])([CH3:24])([CH3:23])[CH3:22].Cl. The catalyst is C1COCC1.O. The product is [CH2:1]([NH:3][C:4]1[CH:9]=[C:8]([N:10]2[CH2:11][CH2:12][N:13]([C:26]([O:25][C:21]([CH3:24])([CH3:23])[CH3:22])=[O:27])[CH2:14][CH2:15]2)[CH:7]=[CH:6][C:5]=1[N+:16]([O-:18])=[O:17])[CH3:2]. The yield is 0.980.